Predict the product of the given reaction. From a dataset of Forward reaction prediction with 1.9M reactions from USPTO patents (1976-2016). (1) Given the reactants [C:1]([O:5][CH:6]([C:11]1[C:12]([C:21]2[CH:22]=[C:23]3[C:28](=[CH:29][CH:30]=2)[O:27][CH2:26][CH2:25][CH2:24]3)=[C:13]2[CH:20]=[CH:19][NH:18][C:14]2=[N:15][C:16]=1[CH3:17])[C:7]([O:9]C)=[O:8])([CH3:4])([CH3:3])[CH3:2].[CH:31]1([CH2:37]Br)[CH2:36][CH2:35][CH2:34][CH2:33][CH2:32]1, predict the reaction product. The product is: [C:1]([O:5][CH:6]([C:11]1[C:12]([C:21]2[CH:22]=[C:23]3[C:28](=[CH:29][CH:30]=2)[O:27][CH2:26][CH2:25][CH2:24]3)=[C:13]2[CH:20]=[CH:19][N:18]([CH2:37][CH:31]3[CH2:36][CH2:35][CH2:34][CH2:33][CH2:32]3)[C:14]2=[N:15][C:16]=1[CH3:17])[C:7]([OH:9])=[O:8])([CH3:4])([CH3:3])[CH3:2]. (2) Given the reactants [O:1]=[C:2]1[CH2:6][N:5]([C:7]([O:9][C:10]([CH3:13])([CH3:12])[CH3:11])=[O:8])[C@H:4]([C:14]([O:16][CH3:17])=[O:15])[CH2:3]1.[Li+].C[Si]([N-][Si](C)(C)C)(C)C.ClC1C=CC(N([S:36]([C:39]([F:42])([F:41])[F:40])(=[O:38])=[O:37])[S:36]([C:39]([F:42])([F:41])[F:40])(=[O:38])=[O:37])=NC=1, predict the reaction product. The product is: [F:40][C:39]([F:42])([F:41])[S:36]([O:1][C:2]1[CH2:6][N:5]([C:7]([O:9][C:10]([CH3:11])([CH3:12])[CH3:13])=[O:8])[C@H:4]([C:14]([O:16][CH3:17])=[O:15])[CH:3]=1)(=[O:38])=[O:37]. (3) Given the reactants [F:1][C:2]([F:14])([F:13])[O:3][C:4]1[CH:12]=[CH:11][C:7]([C:8]([NH2:10])=[O:9])=[CH:6][CH:5]=1.Br[CH2:16][C:17](=O)[C:18]([O:20][CH2:21][CH3:22])=[O:19], predict the reaction product. The product is: [CH2:21]([O:20][C:18]([C:17]1[N:10]=[C:8]([C:7]2[CH:11]=[CH:12][C:4]([O:3][C:2]([F:13])([F:14])[F:1])=[CH:5][CH:6]=2)[O:9][CH:16]=1)=[O:19])[CH3:22]. (4) Given the reactants C(O[C:6](=O)[N:7]([CH2:9][C:10]1[CH:14]=[C:13]([N:15]([C:22](=[O:24])[CH3:23])[C:16]2[CH:21]=[CH:20][CH:19]=[CH:18][CH:17]=2)[N:12]([C:25]2[CH:30]=[CH:29][CH:28]=[CH:27][CH:26]=2)[N:11]=1)C)(C)(C)C.C(OCC)(=O)C.Cl, predict the reaction product. The product is: [CH3:6][NH:7][CH2:9][C:10]1[CH:14]=[C:13]([N:15]([C:16]2[CH:17]=[CH:18][CH:19]=[CH:20][CH:21]=2)[C:22](=[O:24])[CH3:23])[N:12]([C:25]2[CH:30]=[CH:29][CH:28]=[CH:27][CH:26]=2)[N:11]=1.